This data is from Forward reaction prediction with 1.9M reactions from USPTO patents (1976-2016). The task is: Predict the product of the given reaction. (1) Given the reactants [CH2:1]([C:5]1[N:9]([C:10]2[CH:15]=[CH:14][CH:13]=[CH:12][C:11]=2[F:16])[N:8]=[N:7][C:6]=1[C:17]([OH:19])=O)[CH2:2][CH2:3][CH3:4].O[N:21]=[C:22]([C:24]1[CH:29]=[CH:28][CH:27]=[CH:26][CH:25]=1)[NH2:23], predict the reaction product. The product is: [CH2:1]([C:5]1[N:9]([C:10]2[CH:15]=[CH:14][CH:13]=[CH:12][C:11]=2[F:16])[N:8]=[N:7][C:6]=1[C:17]1[O:19][N:23]=[C:22]([C:24]2[CH:29]=[CH:28][CH:27]=[CH:26][CH:25]=2)[N:21]=1)[CH2:2][CH2:3][CH3:4]. (2) Given the reactants [Br-].[Br:2][C:3]1[CH:4]=[C:5]([CH:19]=[CH:20][CH:21]=1)[C:6](=[O:18])[CH2:7][N+:8]1[C:17]2[C:12](=[CH:13][CH:14]=[CH:15][CH:16]=2)[CH:11]=[CH:10][CH:9]=1.[Cr](O[Cr]([O-])(=O)=O)([O-])(=O)=O.C(=O)(O)[O-].[Na+].[C:36](#[N:39])[CH:37]=[CH2:38], predict the reaction product. The product is: [Br:2][C:3]1[CH:4]=[C:5]([CH:19]=[CH:20][CH:21]=1)[C:6]([C:7]1[N:8]2[C:17]3[C:12]([CH:11]=[CH:10][C:9]2=[C:37]([C:36]#[N:39])[CH:38]=1)=[CH:13][CH:14]=[CH:15][CH:16]=3)=[O:18]. (3) Given the reactants [Cl:1][C:2]1[CH:11]=[CH:10][C:9]([O:12][CH2:13][CH:14]([F:16])[F:15])=[CH:8][C:3]=1[C:4]([O:6]C)=[O:5].[OH-].[Li+].Cl, predict the reaction product. The product is: [Cl:1][C:2]1[CH:11]=[CH:10][C:9]([O:12][CH2:13][CH:14]([F:15])[F:16])=[CH:8][C:3]=1[C:4]([OH:6])=[O:5]. (4) Given the reactants [NH2:1][C:2]1[N:7]=[C:6](Cl)[N:5]=[C:4]([CH:9]([CH3:11])[CH3:10])[N:3]=1.Cl.[F:13][C:14]([F:28])([F:27])[C:15]1[CH:16]=[C:17]([CH:24]=[CH:25][CH:26]=1)[O:18][CH2:19][CH:20]([NH2:23])[CH2:21][CH3:22].C(=O)([O-])[O-].[K+].[K+].CN(C)C=O, predict the reaction product. The product is: [NH2:1][C:2]1[N:3]=[C:4]([CH:9]([CH3:11])[CH3:10])[N:5]=[C:6]([NH:23][CH:20]([CH2:21][CH3:22])[CH2:19][O:18][C:17]2[CH:24]=[CH:25][CH:26]=[C:15]([C:14]([F:13])([F:27])[F:28])[CH:16]=2)[N:7]=1. (5) Given the reactants Br[CH2:2][CH2:3][CH2:4][CH2:5][CH2:6][CH2:7][CH2:8][CH2:9][CH2:10][OH:11].[K].[C:13]1(=[O:23])[NH:17][C:16](=[O:18])[C:15]2=[CH:19][CH:20]=[CH:21][CH:22]=[C:14]12, predict the reaction product. The product is: [C:13]1(=[O:23])[N:17]([CH2:2][CH2:3][CH2:4][CH2:5][CH2:6][CH2:7][CH2:8][CH2:9][CH2:10][OH:11])[C:16](=[O:18])[C:15]2=[CH:19][CH:20]=[CH:21][CH:22]=[C:14]12. (6) Given the reactants [H-].[Na+].CN(C)C=O.[F:8][C:9]([F:19])([F:18])[O:10][C:11]1[CH:16]=[CH:15][C:14]([OH:17])=[CH:13][CH:12]=1.[C:20]([O:24][C:25]([N:27]1[CH2:32][CH2:31][CH:30]([CH2:33][CH2:34]OS(C2C=CC(C)=CC=2)(=O)=O)[CH2:29][CH2:28]1)=[O:26])([CH3:23])([CH3:22])[CH3:21], predict the reaction product. The product is: [C:20]([O:24][C:25]([N:27]1[CH2:32][CH2:31][CH:30]([CH2:33][CH2:34][O:17][C:14]2[CH:13]=[CH:12][C:11]([O:10][C:9]([F:18])([F:19])[F:8])=[CH:16][CH:15]=2)[CH2:29][CH2:28]1)=[O:26])([CH3:23])([CH3:22])[CH3:21]. (7) Given the reactants [F:1][C:2]1[CH:7]=[CH:6][C:5]([N:8]2[C:16]3[C:11](=[CH:12][C:13]([O:17][C@H:18]([C:22]4[CH:27]=[CH:26][CH:25]=[C:24]([O:28][CH3:29])[CH:23]=4)[C@@H:19]([NH2:21])[CH3:20])=[CH:14][CH:15]=3)[CH:10]=[N:9]2)=[CH:4][CH:3]=1.[CH3:30][N:31]([CH3:37])[C:32](=[O:36])[C:33](O)=[O:34], predict the reaction product. The product is: [F:1][C:2]1[CH:3]=[CH:4][C:5]([N:8]2[C:16]3[C:11](=[CH:12][C:13]([O:17][C@H:18]([C:22]4[CH:27]=[CH:26][CH:25]=[C:24]([O:28][CH3:29])[CH:23]=4)[C@@H:19]([NH:21][C:33]([C:32]([N:31]([CH3:37])[CH3:30])=[O:36])=[O:34])[CH3:20])=[CH:14][CH:15]=3)[CH:10]=[N:9]2)=[CH:6][CH:7]=1.